Dataset: NCI-60 drug combinations with 297,098 pairs across 59 cell lines. Task: Regression. Given two drug SMILES strings and cell line genomic features, predict the synergy score measuring deviation from expected non-interaction effect. (1) Drug 1: CC1CCC2CC(C(=CC=CC=CC(CC(C(=O)C(C(C(=CC(C(=O)CC(OC(=O)C3CCCCN3C(=O)C(=O)C1(O2)O)C(C)CC4CCC(C(C4)OC)O)C)C)O)OC)C)C)C)OC. Drug 2: CN(C(=O)NC(C=O)C(C(C(CO)O)O)O)N=O. Cell line: OVCAR-5. Synergy scores: CSS=8.34, Synergy_ZIP=-0.700, Synergy_Bliss=1.12, Synergy_Loewe=-21.0, Synergy_HSA=-1.00. (2) Drug 1: CC12CCC3C(C1CCC2O)C(CC4=C3C=CC(=C4)O)CCCCCCCCCS(=O)CCCC(C(F)(F)F)(F)F. Drug 2: CCC1(C2=C(COC1=O)C(=O)N3CC4=CC5=C(C=CC(=C5CN(C)C)O)N=C4C3=C2)O.Cl. Cell line: OVCAR-4. Synergy scores: CSS=7.53, Synergy_ZIP=-3.51, Synergy_Bliss=-0.430, Synergy_Loewe=-1.75, Synergy_HSA=0.420.